Dataset: Forward reaction prediction with 1.9M reactions from USPTO patents (1976-2016). Task: Predict the product of the given reaction. (1) Given the reactants [NH2:1][C:2]1[CH:7]=[CH:6][C:5]([NH:8][C:9]2[N:14]=[C:13]([NH:15][C:16]3[NH:20][N:19]=[C:18]([CH:21]4[CH2:23][CH2:22]4)[CH:17]=3)[CH:12]=[CH:11][N:10]=2)=[CH:4][CH:3]=1.[F:24][C:25]([F:36])([F:35])[C:26]1[CH:27]=[C:28]([N:32]=[C:33]=[O:34])[CH:29]=[CH:30][CH:31]=1, predict the reaction product. The product is: [CH:21]1([C:18]2[CH:17]=[C:16]([NH:15][C:13]3[CH:12]=[CH:11][N:10]=[C:9]([NH:8][C:5]4[CH:6]=[CH:7][C:2]([NH:1][C:33]([NH:32][C:28]5[CH:29]=[CH:30][CH:31]=[C:26]([C:25]([F:24])([F:35])[F:36])[CH:27]=5)=[O:34])=[CH:3][CH:4]=4)[N:14]=3)[NH:20][N:19]=2)[CH2:23][CH2:22]1. (2) Given the reactants [Br:1][C:2]1[CH:3]=[CH:4][C:5]2[CH:9](O)[CH2:8][S:7][C:6]=2[CH:11]=1.B(F)(F)F.CCOCC.[OH-].[Na+], predict the reaction product. The product is: [Br:1][C:2]1[CH:3]=[CH:4][C:5]2[CH:9]=[CH:8][S:7][C:6]=2[CH:11]=1. (3) Given the reactants [BH4-].[Na+].[F:3][C:4]1[CH:9]=[C:8]([I:10])[CH:7]=[CH:6][C:5]=1[NH:11][C:12]1[C:13]([NH:23][S:24]([C:27]2([CH2:30][CH:31]=[O:32])[CH2:29][CH2:28]2)(=[O:26])=[O:25])=[C:14]2[O:22][CH2:21][CH2:20][N:15]2[C:16](=[O:19])[C:17]=1[CH3:18], predict the reaction product. The product is: [F:3][C:4]1[CH:9]=[C:8]([I:10])[CH:7]=[CH:6][C:5]=1[NH:11][C:12]1[C:13]([NH:23][S:24]([C:27]2([CH2:30][CH2:31][OH:32])[CH2:29][CH2:28]2)(=[O:26])=[O:25])=[C:14]2[O:22][CH2:21][CH2:20][N:15]2[C:16](=[O:19])[C:17]=1[CH3:18]. (4) The product is: [CH3:27][O:26][C:22](=[O:25])[CH2:23][CH2:24][N:7]1[C:6]2[CH:5]=[CH:4][CH:3]=[C:2]([Br:1])[C:11]=2[O:10][CH:9]([CH:12]([CH3:13])[CH3:14])[C:8]1=[O:15]. Given the reactants [Br:1][C:2]1[C:11]2[O:10][CH:9]([CH:12]([CH3:14])[CH3:13])[C:8](=[O:15])[NH:7][C:6]=2[CH:5]=[CH:4][CH:3]=1.C(=O)([O-])[O-].[K+].[K+].[C:22]([O:26][CH3:27])(=[O:25])[CH:23]=[CH2:24].C(O)(=O)CC(CC(O)=O)(C(O)=O)O, predict the reaction product. (5) Given the reactants Br[C:2]1[CH:7]=[C:6]([F:8])[CH:5]=[C:4]([F:9])[CH:3]=1.[O:10]1CC(=O)[CH2:11]1.[CH2:15]1[CH2:19][O:18][CH2:17][CH2:16]1, predict the reaction product. The product is: [F:9][C:4]1[CH:3]=[C:2]([C:11]2([OH:10])[CH2:16][CH2:17][O:18][CH2:19][CH2:15]2)[CH:7]=[C:6]([F:8])[CH:5]=1.